Predict the reactants needed to synthesize the given product. From a dataset of Full USPTO retrosynthesis dataset with 1.9M reactions from patents (1976-2016). (1) Given the product [Br:9][C:5]1[CH:6]=[C:7]([CH3:8])[C:2]([OH:11])=[N:3][CH:4]=1, predict the reactants needed to synthesize it. The reactants are: N[C:2]1[C:7]([CH3:8])=[CH:6][C:5]([Br:9])=[CH:4][N:3]=1.N([O-])=[O:11].[Na+]. (2) Given the product [Br:8][C:4]1[CH:5]=[CH:6][CH:7]=[C:2]([C:11]2[CH:12]=[CH:13][S:9][CH:10]=2)[N:3]=1, predict the reactants needed to synthesize it. The reactants are: Br[C:2]1[CH:7]=[CH:6][CH:5]=[C:4]([Br:8])[N:3]=1.[S:9]1[CH:13]=[CH:12][C:11](B(O)O)=[CH:10]1. (3) Given the product [OH2:4].[CH2:1]([S:3]([OH:6])(=[O:5])=[O:4])[CH3:2].[C:7]([C@H:10]1[O:15][CH2:14][C@H:13]([NH:16][C:17]([C@@H:19]2[NH:33][C:32]3([CH2:34][CH2:35][C:36]([CH3:40])([CH3:39])[CH2:37][CH2:38]3)[C@:21]3([C:29]4[C:24](=[CH:25][C:26]([Cl:30])=[CH:27][CH:28]=4)[NH:23][C:22]3=[O:31])[C@H:20]2[C:41]2[CH:46]=[CH:45][N:44]=[C:43]([Cl:47])[C:42]=2[F:48])=[O:18])[CH2:12][CH2:11]1)(=[O:9])[NH2:8], predict the reactants needed to synthesize it. The reactants are: [CH2:1]([S:3]([OH:6])(=[O:5])=[O:4])[CH3:2].[C:7]([C@H:10]1[O:15][CH2:14][C@H:13]([NH:16][C:17]([C@@H:19]2[NH:33][C:32]3([CH2:38][CH2:37][C:36]([CH3:40])([CH3:39])[CH2:35][CH2:34]3)[C@:21]3([C:29]4[C:24](=[CH:25][C:26]([Cl:30])=[CH:27][CH:28]=4)[NH:23][C:22]3=[O:31])[C@H:20]2[C:41]2[CH:46]=[CH:45][N:44]=[C:43]([Cl:47])[C:42]=2[F:48])=[O:18])[CH2:12][CH2:11]1)(=[O:9])[NH2:8]. (4) The reactants are: C([C:5]1([NH:14][C:15](=[O:27])[CH2:16][C:17]2[CH:26]=[CH:25][C:24]3[C:19](=[CH:20][CH:21]=[CH:22][CH:23]=3)[CH:18]=2)[CH:9]=[C:8]([CH:10]2[CH2:13][CH2:12][CH2:11]2)[NH:7][NH:6]1)(C)(C)C.C1(OC)C=CC=CC=1. Given the product [CH:10]1([C:8]2[CH:9]=[C:5]([NH:14][C:15](=[O:27])[CH2:16][C:17]3[CH:26]=[CH:25][C:24]4[C:19](=[CH:20][CH:21]=[CH:22][CH:23]=4)[CH:18]=3)[NH:6][N:7]=2)[CH2:13][CH2:12][CH2:11]1, predict the reactants needed to synthesize it. (5) Given the product [Cl:29][C:11]1[CH:12]=[C:13]2[C:18](=[CH:19][C:10]=1[CH2:9][O:31][CH2:32][CH3:33])[O:17][CH:16]([C:20]([F:23])([F:22])[F:21])[C:15]([C:24]([O:26][CH2:27][CH3:28])=[O:25])=[CH:14]2, predict the reactants needed to synthesize it. The reactants are: N1C=CC=C1.[H-].[Na+].Br[CH2:9][C:10]1[CH:19]=[C:18]2[C:13]([CH:14]=[C:15]([C:24]([O:26][CH2:27][CH3:28])=[O:25])[CH:16]([C:20]([F:23])([F:22])[F:21])[O:17]2)=[CH:12][C:11]=1[Cl:29].C[O:31][CH2:32][CH2:33]OC.